Dataset: NCI-60 drug combinations with 297,098 pairs across 59 cell lines. Task: Regression. Given two drug SMILES strings and cell line genomic features, predict the synergy score measuring deviation from expected non-interaction effect. (1) Drug 1: CC12CCC3C(C1CCC2NC(=O)OCC(F)(F)F)CCC4C3(C=CC(=O)N4C)C. Cell line: NCI-H460. Drug 2: CC(C)(C#N)C1=CC=C(C=C1)N2C3=C4C=C(C=CC4=NC=C3N(C2=O)C)C5=CC6=CC=CC=C6N=C5. Synergy scores: CSS=45.2, Synergy_ZIP=1.78, Synergy_Bliss=-1.14, Synergy_Loewe=-41.0, Synergy_HSA=2.48. (2) Drug 1: C1=CC(=CC=C1CC(C(=O)O)N)N(CCCl)CCCl.Cl. Drug 2: CC(C)NC(=O)C1=CC=C(C=C1)CNNC.Cl. Cell line: CCRF-CEM. Synergy scores: CSS=33.0, Synergy_ZIP=4.11, Synergy_Bliss=7.86, Synergy_Loewe=-28.2, Synergy_HSA=2.90. (3) Synergy scores: CSS=0.776, Synergy_ZIP=4.64, Synergy_Bliss=1.84, Synergy_Loewe=-13.6, Synergy_HSA=0.524. Drug 1: CCC1(CC2CC(C3=C(CCN(C2)C1)C4=CC=CC=C4N3)(C5=C(C=C6C(=C5)C78CCN9C7C(C=CC9)(C(C(C8N6C)(C(=O)OC)O)OC(=O)C)CC)OC)C(=O)OC)O.OS(=O)(=O)O. Drug 2: COCCOC1=C(C=C2C(=C1)C(=NC=N2)NC3=CC=CC(=C3)C#C)OCCOC.Cl. Cell line: K-562. (4) Drug 1: C1=CN(C(=O)N=C1N)C2C(C(C(O2)CO)O)O.Cl. Drug 2: CC(C)(C#N)C1=CC(=CC(=C1)CN2C=NC=N2)C(C)(C)C#N. Cell line: MALME-3M. Synergy scores: CSS=14.1, Synergy_ZIP=-6.52, Synergy_Bliss=3.28, Synergy_Loewe=-2.78, Synergy_HSA=2.54. (5) Drug 1: CC1=C2C(C(=O)C3(C(CC4C(C3C(C(C2(C)C)(CC1OC(=O)C(C(C5=CC=CC=C5)NC(=O)OC(C)(C)C)O)O)OC(=O)C6=CC=CC=C6)(CO4)OC(=O)C)O)C)O. Drug 2: CC1C(C(CC(O1)OC2CC(CC3=C2C(=C4C(=C3O)C(=O)C5=C(C4=O)C(=CC=C5)OC)O)(C(=O)CO)O)N)O.Cl. Cell line: HT29. Synergy scores: CSS=38.9, Synergy_ZIP=-2.82, Synergy_Bliss=-1.31, Synergy_Loewe=1.05, Synergy_HSA=1.32. (6) Drug 1: C1=CC(=C2C(=C1NCCNCCO)C(=O)C3=C(C=CC(=C3C2=O)O)O)NCCNCCO. Drug 2: CC1=C(C=C(C=C1)C(=O)NC2=CC(=CC(=C2)C(F)(F)F)N3C=C(N=C3)C)NC4=NC=CC(=N4)C5=CN=CC=C5. Cell line: UACC62. Synergy scores: CSS=44.3, Synergy_ZIP=6.96, Synergy_Bliss=6.75, Synergy_Loewe=0.131, Synergy_HSA=7.80. (7) Drug 1: C(=O)(N)NO. Drug 2: CC1=C(C=C(C=C1)C(=O)NC2=CC(=CC(=C2)C(F)(F)F)N3C=C(N=C3)C)NC4=NC=CC(=N4)C5=CN=CC=C5. Cell line: HCT-15. Synergy scores: CSS=-5.63, Synergy_ZIP=3.27, Synergy_Bliss=0.595, Synergy_Loewe=-3.25, Synergy_HSA=-4.31. (8) Drug 1: CNC(=O)C1=NC=CC(=C1)OC2=CC=C(C=C2)NC(=O)NC3=CC(=C(C=C3)Cl)C(F)(F)F. Drug 2: C1=CN(C=N1)CC(O)(P(=O)(O)O)P(=O)(O)O. Cell line: SF-295. Synergy scores: CSS=2.70, Synergy_ZIP=-1.10, Synergy_Bliss=0.0597, Synergy_Loewe=-0.810, Synergy_HSA=-0.888.